From a dataset of Reaction yield outcomes from USPTO patents with 853,638 reactions. Predict the reaction yield, written as a fraction of the theoretical maximum amount of product (1.0 means a 100% yield; for example, 0.34 means a 34% yield). (1) The yield is 0.350. The catalyst is CO. The reactants are [Cl:1][C:2]1[CH:7]=[CH:6][C:5]([CH:8]([OH:41])[C:9]2[C:18]3[C:17](=[O:19])[N:16]([CH2:20][CH2:21][CH2:22][O:23]C4CCCCO4)[C:15](=[O:30])[N:14]([CH3:31])[C:13]=3[N:12]=[CH:11][C:10]=2[C:32]2[CH:37]=[CH:36][CH:35]=[CH:34][C:33]=2[CH:38]([CH3:40])[CH3:39])=[CH:4][CH:3]=1.Cl.CO. The product is [Cl:1][C:2]1[CH:7]=[CH:6][C:5]([CH:8]([OH:41])[C:9]2[C:18]3[C:17](=[O:19])[N:16]([CH2:20][CH2:21][CH2:22][OH:23])[C:15](=[O:30])[N:14]([CH3:31])[C:13]=3[N:12]=[CH:11][C:10]=2[C:32]2[CH:37]=[CH:36][CH:35]=[CH:34][C:33]=2[CH:38]([CH3:39])[CH3:40])=[CH:4][CH:3]=1. (2) The product is [CH2:10]([C:11]1[O:9][N:8]=[C:2]([C:3]([O:5][CH2:6][CH3:7])=[O:4])[CH:12]=1)[C:13]1[CH:18]=[CH:17][CH:16]=[CH:15][CH:14]=1. The catalyst is CC#N. The yield is 0.300. The reactants are Cl[C:2](=[N:8][OH:9])[C:3]([O:5][CH2:6][CH3:7])=[O:4].[CH2:10]([C:13]1[CH:18]=[CH:17][CH:16]=[CH:15][CH:14]=1)[C:11]#[CH:12].C(N(CC)CC)C. (3) The reactants are [CH3:1][O:2][C:3]1[CH:4]=[C:5]2[C:9](=[CH:10][CH:11]=1)[N:8]([CH3:12])[CH:7]=[C:6]2[C:13]1[N:30](COCC[Si](C)(C)C)[C:16]2[N:17]=[CH:18][C:19]3[N:20]([C:21]([CH:24]4[CH2:29][CH2:28][CH2:27][O:26][CH2:25]4)=[N:22][CH:23]=3)[C:15]=2[CH:14]=1.C(O)(C(F)(F)F)=O.[NH4+].[OH-].O. The catalyst is C(Cl)Cl. The product is [CH3:1][O:2][C:3]1[CH:4]=[C:5]2[C:9](=[CH:10][CH:11]=1)[N:8]([CH3:12])[CH:7]=[C:6]2[C:13]1[NH:30][C:16]2[N:17]=[CH:18][C:19]3[N:20]([C:21]([CH:24]4[CH2:29][CH2:28][CH2:27][O:26][CH2:25]4)=[N:22][CH:23]=3)[C:15]=2[CH:14]=1. The yield is 0.390. (4) The reactants are [CH3:1][CH:2]([O:4][C:5]1[CH:6]=[CH:7][C:8]([CH3:11])=[N:9][CH:10]=1)[CH3:3].ClC1C=C(C=CC=1)C(OO)=[O:17].C(OCC)(=O)C. The catalyst is ClCCl. The product is [CH3:3][CH:2]([O:4][C:5]1[CH:6]=[CH:7][C:8]([CH3:11])=[N+:9]([O-:17])[CH:10]=1)[CH3:1]. The yield is 0.0600. (5) The reactants are [F:1][C:2]1[C:7]([OH:8])=[CH:6][CH:5]=[C:4]([F:9])[C:3]=1[NH:10][C:11](=O)[C:12]1[CH:17]=[C:16]([C:18]2[CH:23]=[CH:22][CH:21]=[C:20]([F:24])[CH:19]=2)[CH:15]=[C:14]([CH3:25])[C:13]=1[CH3:26]. The catalyst is C1COCC1. The product is [F:1][C:2]1[C:3]([NH:10][CH2:11][C:12]2[CH:17]=[C:16]([C:18]3[CH:23]=[CH:22][CH:21]=[C:20]([F:24])[CH:19]=3)[CH:15]=[C:14]([CH3:25])[C:13]=2[CH3:26])=[C:4]([F:9])[CH:5]=[CH:6][C:7]=1[OH:8]. The yield is 0.890. (6) The reactants are [N:1]1([C:10]2[N:14]([CH3:15])[N:13]=[C:12]([CH3:16])[C:11]=2/[CH:17]=[CH:18]/[C:19]([O:21][CH2:22][CH3:23])=[O:20])[C:9]2[C:4](=[CH:5][CH:6]=[CH:7][CH:8]=2)[CH:3]=[CH:2]1.[Cl:24]N1C(=O)CCC1=O. The catalyst is C(#N)C. The product is [Cl:24][C:3]1[C:4]2[C:9](=[CH:8][CH:7]=[CH:6][CH:5]=2)[N:1]([C:10]2[N:14]([CH3:15])[N:13]=[C:12]([CH3:16])[C:11]=2/[CH:17]=[CH:18]/[C:19]([O:21][CH2:22][CH3:23])=[O:20])[CH:2]=1. The yield is 0.810.